From a dataset of Catalyst prediction with 721,799 reactions and 888 catalyst types from USPTO. Predict which catalyst facilitates the given reaction. (1) Reactant: [CH3:1][C:2]1([CH3:10])[C:6](=[O:7])[CH2:5][C:4]([CH3:9])([CH3:8])[O:3]1.C[O-].[Na+].[Br:14][C:15]1[CH:16]=[CH:17][C:18]([F:23])=[C:19]([CH:22]=1)[CH:20]=O. Product: [Br:14][C:15]1[CH:16]=[CH:17][C:18]([F:23])=[C:19]([CH:20]=[C:5]2[C:4]([CH3:9])([CH3:8])[O:3][C:2]([CH3:10])([CH3:1])[C:6]2=[O:7])[CH:22]=1. The catalyst class is: 57. (2) Reactant: [CH2:1]([N:8]1[CH2:12][C@H:11]([C:13]2[CH:18]=[CH:17][CH:16]=[CH:15][CH:14]=2)[C@@H:10]([C:19](O)=[O:20])[CH2:9]1)[C:2]1[CH:7]=[CH:6][CH:5]=[CH:4][CH:3]=1.[H-].COCCO[Al+]OCCOC.[Na+].[H-].[OH-].[Na+]. Product: [CH2:1]([N:8]1[CH2:12][C@H:11]([C:13]2[CH:18]=[CH:17][CH:16]=[CH:15][CH:14]=2)[C@@H:10]([CH2:19][OH:20])[CH2:9]1)[C:2]1[CH:3]=[CH:4][CH:5]=[CH:6][CH:7]=1. The catalyst class is: 11. (3) Reactant: [CH3:1][C:2]1[C:7]2[NH:8][C:9]([C:11]([F:14])([F:13])[F:12])=[N:10][C:6]=2[CH:5]=[C:4]([OH:15])[CH:3]=1.[Cl:16][C:17]1[CH:22]=[C:21](Cl)[N:20]=[CH:19][N:18]=1.C(=O)([O-])[O-].[K+].[K+].[OH-].[Na+]. Product: [Cl:16][C:17]1[N:18]=[CH:19][N:20]=[C:21]([O:15][C:4]2[CH:3]=[C:2]([CH3:1])[C:7]3[N:8]=[C:9]([C:11]([F:14])([F:13])[F:12])[NH:10][C:6]=3[CH:5]=2)[CH:22]=1. The catalyst class is: 3. (4) Reactant: [CH:1]1([S:4]([NH:7][C:8]2[CH:13]=[C:12]([CH3:14])[C:11](=[O:15])[N:10]([CH3:16])[C:9]=2[N:17]([C:25]2[CH:30]=[CH:29][C:28]([I:31])=[CH:27][C:26]=2[F:32])C(=O)OC(C)(C)C)(=[O:6])=[O:5])[CH2:3][CH2:2]1.C(O)(C(F)(F)F)=O. Product: [F:32][C:26]1[CH:27]=[C:28]([I:31])[CH:29]=[CH:30][C:25]=1[NH:17][C:9]1[N:10]([CH3:16])[C:11](=[O:15])[C:12]([CH3:14])=[CH:13][C:8]=1[NH:7][S:4]([CH:1]1[CH2:2][CH2:3]1)(=[O:6])=[O:5]. The catalyst class is: 2. (5) Reactant: [CH3:1][C:2]([CH3:25])([CH3:24])[CH2:3][N:4]1[C:12]2[C:7](=[N:8][C:9]([C:13]3[CH:14]4[CH2:21][CH2:20][CH:17]([C:18]=3[CH3:19])[NH:16][CH2:15]4)=[CH:10][CH:11]=2)[N:6]([CH3:22])[C:5]1=[O:23].[O:26]1[CH:30]=[CH:29][C:28]([C:31](O)=[O:32])=[N:27]1.CCN(C(C)C)C(C)C.CN(C(ON1N=NC2C=CC=NC1=2)=[N+](C)C)C.F[P-](F)(F)(F)(F)F. Product: [CH3:1][C:2]([CH3:25])([CH3:24])[CH2:3][N:4]1[C:12]2[C:7](=[N:8][C:9]([C:13]3[CH:14]4[CH2:21][CH2:20][CH:17]([C:18]=3[CH3:19])[N:16]([C:31]([C:28]3[CH:29]=[CH:30][O:26][N:27]=3)=[O:32])[CH2:15]4)=[CH:10][CH:11]=2)[N:6]([CH3:22])[C:5]1=[O:23]. The catalyst class is: 10. (6) Reactant: [CH:1]1([NH:4][C:5](=[O:51])[NH:6][C:7]2[CH:49]=[CH:48][C:10]([O:11][C:12]3[CH:17]=[CH:16][N:15]=[C:14]4[CH:18]=[C:19]([C:21]5[N:26]=[CH:25][C:24]([CH2:27][N:28]([CH2:44][CH2:45][O:46][CH3:47])[C:29](=[O:43])[C@@H:30]([NH:35]C(=O)OC(C)(C)C)[C:31]([CH3:34])([CH3:33])[CH3:32])=[CH:23][CH:22]=5)[S:20][C:13]=34)=[C:9]([F:50])[CH:8]=2)[CH2:3][CH2:2]1.C(O)(C(F)(F)F)=O.O. Product: [NH2:35][C@@H:30]([C:31]([CH3:34])([CH3:33])[CH3:32])[C:29]([N:28]([CH2:27][C:24]1[CH:25]=[N:26][C:21]([C:19]2[S:20][C:13]3[C:14](=[N:15][CH:16]=[CH:17][C:12]=3[O:11][C:10]3[CH:48]=[CH:49][C:7]([NH:6][C:5]([NH:4][CH:1]4[CH2:2][CH2:3]4)=[O:51])=[CH:8][C:9]=3[F:50])[CH:18]=2)=[CH:22][CH:23]=1)[CH2:44][CH2:45][O:46][CH3:47])=[O:43]. The catalyst class is: 2. (7) The catalyst class is: 65. Reactant: [OH:1][C:2]1[CH:3]=[C:4]([CH2:8][C:9]([OH:11])=[O:10])[CH:5]=[CH:6][CH:7]=1.[CH3:12]O. Product: [OH:1][C:2]1[CH:3]=[C:4]([CH2:8][C:9]([O:11][CH3:12])=[O:10])[CH:5]=[CH:6][CH:7]=1. (8) Reactant: [CH2:1]([C@@H:8]1[CH2:13][N:12]([CH2:14][C:15]2[CH:20]=[CH:19][CH:18]=[CH:17][CH:16]=2)[CH2:11][CH2:10][N:9]1[C:21]([C:23]1[CH:27]=[C:26]([CH3:28])[N:25]([C:29]2[CH:34]=[CH:33][CH:32]=[C:31]([O:35][CH3:36])[C:30]=2[O:37][CH3:38])[C:24]=1[C:39]1[CH:49]=[CH:48][C:42]([O:43][CH2:44]C(O)=O)=[CH:41][CH:40]=1)=[O:22])[C:2]1[CH:7]=[CH:6][CH:5]=[CH:4][CH:3]=1.C1C=CC2N(O)N=[N:56]C=2C=1.CCN=C=NCCCN(C)C.Cl.[C:72](=[O:75])(O)[O-].[Na+]. Product: [CH2:1]([C@@H:8]1[CH2:13][N:12]([CH2:14][C:15]2[CH:20]=[CH:19][CH:18]=[CH:17][CH:16]=2)[CH2:11][CH2:10][N:9]1[C:21]([C:23]1[CH:27]=[C:26]([CH3:28])[N:25]([C:29]2[CH:34]=[CH:33][CH:32]=[C:31]([O:35][CH3:36])[C:30]=2[O:37][CH3:38])[C:24]=1[C:39]1[CH:49]=[CH:48][C:42]([O:43][CH2:44][C:72]([NH2:56])=[O:75])=[CH:41][CH:40]=1)=[O:22])[C:2]1[CH:7]=[CH:6][CH:5]=[CH:4][CH:3]=1. The catalyst class is: 3.